This data is from Forward reaction prediction with 1.9M reactions from USPTO patents (1976-2016). The task is: Predict the product of the given reaction. (1) Given the reactants [C:1]1([O:11][CH2:12][C@H:13]2[CH2:17][CH2:16][CH2:15][NH:14]2)[C:10]2[C:5](=[CH:6][CH:7]=[CH:8][CH:9]=2)[CH:4]=[CH:3][CH:2]=1.Cl[C:19]1[N:24]2[N:25]=[CH:26][N:27]=[C:23]2[N:22]=[CH:21][CH:20]=1.C(N(C(C)C)C(C)C)C, predict the reaction product. The product is: [C:1]1([O:11][CH2:12][C@H:13]2[CH2:17][CH2:16][CH2:15][N:14]2[C:19]2[N:24]3[N:25]=[CH:26][N:27]=[C:23]3[N:22]=[CH:21][CH:20]=2)[C:10]2[C:5](=[CH:6][CH:7]=[CH:8][CH:9]=2)[CH:4]=[CH:3][CH:2]=1. (2) The product is: [CH2:6]([O:5][P:4]([C:3]([C:1]#[N:2])=[CH:27][CH:24]1[CH2:25][CH2:26][O:21][CH2:22][CH2:23]1)(=[O:11])[O:8][CH2:9][CH3:10])[CH3:7]. Given the reactants [C:1]([CH2:3][P:4](=[O:11])([O:8][CH2:9][CH3:10])[O:5][CH2:6][CH3:7])#[N:2].C([O-])(=O)C.[NH4+].C(O)(=O)C.[O:21]1[CH2:26][CH2:25][CH:24]([CH:27]=O)[CH2:23][CH2:22]1, predict the reaction product. (3) Given the reactants [NH:1]([C:14]([O:16][CH2:17][C:18]1[CH:23]=[CH:22][CH:21]=[CH:20][CH:19]=1)=[O:15])[CH2:2][C:3]([NH:5][CH2:6][C:7]([NH:9][CH2:10][C:11]([OH:13])=O)=[O:8])=[O:4].[C:24]([O:28][C:29](=[O:33])[CH2:30][CH2:31][NH2:32])([CH3:27])([CH3:26])[CH3:25].OC1C2N=NNC=2C=CC=1.Cl.CN(C)CCCN=C=NCC, predict the reaction product. The product is: [NH:1]([C:14]([O:16][CH2:17][C:18]1[CH:23]=[CH:22][CH:21]=[CH:20][CH:19]=1)=[O:15])[CH2:2][C:3]([NH:5][CH2:6][C:7]([NH:9][CH2:10][C:11]([NH:32][CH2:31][CH2:30][C:29]([O:28][C:24]([CH3:27])([CH3:26])[CH3:25])=[O:33])=[O:13])=[O:8])=[O:4]. (4) The product is: [CH3:1][C:2]1[CH:7]=[CH:6][C:5]([C:8]2[CH:9]=[C:10]([C:11]([F:14])([F:13])[F:12])[N:23]3[N:24]=[CH:25][C:26]([C:27]4[CH:32]=[CH:31][N:30]=[CH:29][CH:28]=4)=[C:22]3[N:21]=2)=[CH:4][C:3]=1[C:17]([F:20])([F:19])[F:18]. Given the reactants [CH3:1][C:2]1[CH:7]=[CH:6][C:5]([C:8](=O)[CH2:9][C:10](=O)[C:11]([F:14])([F:13])[F:12])=[CH:4][C:3]=1[C:17]([F:20])([F:19])[F:18].[NH2:21][C:22]1[C:26]([C:27]2[CH:32]=[CH:31][N:30]=[CH:29][CH:28]=2)=[CH:25][NH:24][N:23]=1, predict the reaction product. (5) Given the reactants [CH2:1]([O:3][C:4](=[O:28])[CH2:5][C:6]1[CH:11]=[CH:10][C:9]([O:12][CH3:13])=[C:8]([C:14]2[C:23]([CH2:24][NH:25][CH2:26][CH3:27])=[CH:22][C:21]3[C:16](=[CH:17][CH:18]=[CH:19][CH:20]=3)[N:15]=2)[CH:7]=1)[CH3:2].C1(N)C(F)=C(F)C(F)=C(N)C=1F.Cl.Cl.[C:43](OC(=O)C)(=[O:45])[CH3:44], predict the reaction product. The product is: [CH2:1]([O:3][C:4](=[O:28])[CH2:5][C:6]1[CH:11]=[CH:10][C:9]([O:12][CH3:13])=[C:8]([C:14]2[C:23]([CH2:24][N:25]([C:43](=[O:45])[CH3:44])[CH2:26][CH3:27])=[CH:22][C:21]3[C:16](=[CH:17][CH:18]=[CH:19][CH:20]=3)[N:15]=2)[CH:7]=1)[CH3:2].